The task is: Predict the reaction yield, written as a fraction of the theoretical maximum amount of product (1.0 means a 100% yield; for example, 0.34 means a 34% yield).. This data is from Reaction yield outcomes from USPTO patents with 853,638 reactions. (1) The reactants are [CH3:1][O:2][C:3]([C@@H:5]1[CH2:10][CH2:9][C@@H:8]([OH:11])[CH2:7][C@H:6]1[C:12]([O:14][CH2:15][C:16]1[CH:21]=[CH:20][CH:19]=[CH:18][CH:17]=1)=[O:13])=[O:4].[CH3:22][O:23][C:24]1[C:33]([CH3:34])=[C:32]2[C:27]([C:28](O)=[CH:29][C:30]([C:35]3[S:36][CH:37]=[C:38]([C:40]([F:43])([F:42])[F:41])[N:39]=3)=[N:31]2)=[CH:26][CH:25]=1.C1C=CC(P(C2C=CC=CC=2)C2C=CC=CC=2)=CC=1.CC(OC(/N=N/C(OC(C)C)=O)=O)C. The catalyst is C1COCC1. The product is [CH3:1][O:2][C:3]([C@@H:5]1[CH2:10][CH2:9][C@@H:8]([O:11][C:28]2[C:27]3[C:32](=[C:33]([CH3:34])[C:24]([O:23][CH3:22])=[CH:25][CH:26]=3)[N:31]=[C:30]([C:35]3[S:36][CH:37]=[C:38]([C:40]([F:41])([F:42])[F:43])[N:39]=3)[CH:29]=2)[CH2:7][C@H:6]1[C:12]([O:14][CH2:15][C:16]1[CH:17]=[CH:18][CH:19]=[CH:20][CH:21]=1)=[O:13])=[O:4]. The yield is 0.650. (2) The reactants are [C:1]([O:5][C:6]([NH:8][C@@H:9]([CH2:22][C:23]1[CH:28]=[CH:27][C:26]([O:29]C(OC(C)(C)C)=O)=[CH:25][CH:24]=1)[C:10]([NH:12][CH2:13][CH2:14][CH2:15][CH2:16][CH2:17][C:18]([O:20]C)=[O:19])=[O:11])=[O:7])([CH3:4])([CH3:3])[CH3:2].[Li+].[OH-]. The catalyst is C1COCC1.CO. The yield is 0.960. The product is [C:1]([O:5][C:6]([NH:8][C@@H:9]([CH2:22][C:23]1[CH:24]=[CH:25][C:26]([OH:29])=[CH:27][CH:28]=1)[C:10]([NH:12][CH2:13][CH2:14][CH2:15][CH2:16][CH2:17][C:18]([OH:20])=[O:19])=[O:11])=[O:7])([CH3:4])([CH3:2])[CH3:3]. (3) The reactants are ClC(Cl)(O[C:5](=[O:11])OC(Cl)(Cl)Cl)Cl.[F:13][C:14]([F:22])([F:21])[CH:15]([OH:20])[C:16]([F:19])([F:18])[F:17].C(N(CC)C(C)C)(C)C.[F:32][C:33]1[CH:38]=[C:37]([C:39]2[CH:44]=[CH:43][CH:42]=[C:41]([CH3:45])[N:40]=2)[CH:36]=[CH:35][C:34]=1[CH2:46][N:47]1[CH2:52][CH2:51][NH:50][CH2:49][CH2:48]1. The catalyst is ClCCl. The product is [F:32][C:33]1[CH:38]=[C:37]([C:39]2[CH:44]=[CH:43][CH:42]=[C:41]([CH3:45])[N:40]=2)[CH:36]=[CH:35][C:34]=1[CH2:46][N:47]1[CH2:48][CH2:49][N:50]([C:5]([O:20][CH:15]([C:16]([F:19])([F:18])[F:17])[C:14]([F:22])([F:21])[F:13])=[O:11])[CH2:51][CH2:52]1. The yield is 0.400. (4) The reactants are [CH3:1][N:2]1[C:6]([C:7]#[C:8][Si](C)(C)C)=[CH:5][N:4]=[CH:3]1.[Li]CCCC.C[Si]([N:22]=[C:23]=[O:24])(C)C.O. The catalyst is C1COCC1.CCOC(C)=O. The product is [C:7]([C:6]1[N:2]([CH3:1])[C:3]([C:23]([NH2:22])=[O:24])=[N:4][CH:5]=1)#[CH:8]. The yield is 0.260. (5) The reactants are [Br:1][C:2]1[CH:3]=[C:4]([CH:12]([CH2:16][CH:17]2[CH2:21][CH2:20][CH2:19][CH2:18]2)[C:13]([OH:15])=O)[CH:5]=[CH:6][C:7]=1[S:8]([CH3:11])(=[O:10])=[O:9].F[P-](F)(F)(F)(F)F.N1(O[P+](N(C)C)(N(C)C)N(C)C)C2C=CC=CC=2N=N1.C(N(CC)CC)C.S(O)(O)(=O)=O.[NH2:61][C:62]1[NH:63][CH:64]=[CH:65][N:66]=1. The catalyst is C(Cl)Cl. The product is [Br:1][C:2]1[CH:3]=[C:4]([CH:12]([CH2:16][CH:17]2[CH2:21][CH2:20][CH2:19][CH2:18]2)[C:13]([NH:61][C:62]2[NH:63][CH:64]=[CH:65][N:66]=2)=[O:15])[CH:5]=[CH:6][C:7]=1[S:8]([CH3:11])(=[O:9])=[O:10]. The yield is 0.530. (6) The reactants are [CH3:1][O:2][C:3]1[CH:8]=[CH:7][CH:6]=[CH:5][C:4]=1[SH:9].F[C:11]1[CH:16]=[CH:15][CH:14]=[CH:13][C:12]=1[N+:17]([O-:19])=[O:18].[CH3:20][O:21][C:22]1[CH:27]=[CH:26][CH:25]=[CH:24][C:23]=1[S:28][C:29]1[CH:35]=[CH:34][CH:33]=[CH:32][C:30]=1[NH2:31].[NH2:36][C:37]1[S:38][CH:39]=[CH:40][N:41]=1. No catalyst specified. The product is [CH3:1][O:2][C:3]1[CH:8]=[CH:7][CH:6]=[CH:5][C:4]=1[S:9][C:11]1[CH:16]=[CH:15][CH:14]=[CH:13][C:12]=1[N+:17]([O-:19])=[O:18].[CH3:20][O:21][C:22]1[CH:27]=[CH:26][CH:25]=[CH:24][C:23]=1[S:28][C:29]1[CH:35]=[CH:34][CH:33]=[CH:32][C:30]=1[NH:31][C:1]([NH:36][C:37]1[S:38][CH:39]=[CH:40][N:41]=1)=[O:2]. The yield is 0.820. (7) The yield is 0.920. The product is [CH2:1]([N:13]1[C:21]2[CH:20]=[CH:19][CH:18]=[CH:17][C:16]=2[C:15]2[N:22]=[C:23]([S:33][CH2:34][C:35]([OH:37])=[O:36])[N:24]([C:27]3[CH:32]=[CH:31][CH:30]=[CH:29][CH:28]=3)[C:25](=[O:26])[C:14]1=2)[CH2:2][CH2:3][CH2:4][CH2:5][CH2:6][CH2:7][CH2:8][CH2:9][CH2:10][CH2:11][CH3:12]. The catalyst is C(#N)C. The reactants are [CH2:1]([N:13]1[C:21]2[CH:20]=[CH:19][CH:18]=[CH:17][C:16]=2[C:15]2[N:22]=[C:23]([S:33][CH2:34][C:35]([O:37]C(C)(C)C)=[O:36])[N:24]([C:27]3[CH:32]=[CH:31][CH:30]=[CH:29][CH:28]=3)[C:25](=[O:26])[C:14]1=2)[CH2:2][CH2:3][CH2:4][CH2:5][CH2:6][CH2:7][CH2:8][CH2:9][CH2:10][CH2:11][CH3:12].FC(F)(F)C(O)=O.